This data is from Catalyst prediction with 721,799 reactions and 888 catalyst types from USPTO. The task is: Predict which catalyst facilitates the given reaction. (1) Reactant: [F:1][C:2]1[CH:3]=[C:4]([C@@H:8]2[NH:12][CH2:11][C@H:10]([OH:13])[CH2:9]2)[CH:5]=[CH:6][CH:7]=1.[C:14](O[C:14]([O:16][C:17]([CH3:20])([CH3:19])[CH3:18])=[O:15])([O:16][C:17]([CH3:20])([CH3:19])[CH3:18])=[O:15].C(Cl)Cl. Product: [F:1][C:2]1[CH:3]=[C:4]([C@H:8]2[CH2:9][C@@H:10]([OH:13])[CH2:11][N:12]2[C:14]([O:16][C:17]([CH3:20])([CH3:19])[CH3:18])=[O:15])[CH:5]=[CH:6][CH:7]=1. The catalyst class is: 251. (2) Reactant: [C:1]([C:3]1[CH:4]=[CH:5][C:6]([C:9]2[C:17]3[S:16][C:15]([NH:18][C:19]([NH:21][CH2:22][CH3:23])=[O:20])=[N:14][C:13]=3[CH:12]=[C:11](OS(C(F)(F)F)(=O)=O)[CH:10]=2)=[N:7][CH:8]=1)#[N:2].[N:32]1[CH:37]=[CH:36][CH:35]=[C:34](B(O)O)[CH:33]=1.C(=O)([O-])[O-].[Cs+].[Cs+].CN(C)C=O. Product: [C:1]([C:3]1[CH:4]=[CH:5][C:6]([C:9]2[C:17]3[S:16][C:15]([NH:18][C:19]([NH:21][CH2:22][CH3:23])=[O:20])=[N:14][C:13]=3[CH:12]=[C:11]([C:34]3[CH:33]=[N:32][CH:37]=[CH:36][CH:35]=3)[CH:10]=2)=[N:7][CH:8]=1)#[N:2]. The catalyst class is: 6. (3) Reactant: [F:1][C:2]1[CH:17]=[CH:16][C:5]([CH2:6][N:7]2[CH:12]3[CH2:13][NH:14][CH2:15][CH:8]2[CH2:9][O:10][CH2:11]3)=[CH:4][CH:3]=1.[C:18]([NH:21][C:22]1[C:27]([O:28][CH3:29])=[C:26]([Cl:30])[C:25]([O:31][CH3:32])=[CH:24][C:23]=1/[CH:33]=[CH:34]/[C:35](O)=[O:36])(=[O:20])[CH3:19]. Product: [Cl:30][C:26]1[C:27]([O:28][CH3:29])=[C:22]([NH:21][C:18](=[O:20])[CH3:19])[C:23](/[CH:33]=[CH:34]/[C:35]([N:14]2[CH2:15][CH:8]3[N:7]([CH2:6][C:5]4[CH:16]=[CH:17][C:2]([F:1])=[CH:3][CH:4]=4)[CH:12]([CH2:11][O:10][CH2:9]3)[CH2:13]2)=[O:36])=[CH:24][C:25]=1[O:31][CH3:32]. The catalyst class is: 61. (4) Reactant: [F:1][C:2]([F:13])([F:12])[C:3]([CH:5]1[C:9](=O)[CH2:8][CH2:7][C:6]1=[O:11])=O.[NH:14]([CH2:16][C:17]([O:19][CH2:20][CH3:21])=[O:18])[NH2:15].OS(O)(=O)=O. Product: [O:11]=[C:6]1[C:5]2[C:3]([C:2]([F:1])([F:13])[F:12])=[N:15][N:14]([CH2:16][C:17]([O:19][CH2:20][CH3:21])=[O:18])[C:9]=2[CH2:8][CH2:7]1. The catalyst class is: 14. (5) Reactant: [CH3:1][O:2][CH2:3][C@H:4]([CH3:52])[CH2:5][O:6][CH2:7][C:8]1[CH:13]=[CH:12][C:11]([C@@H:14]2[C@@H:19]([O:20][CH2:21][C:22]3[CH:23]=[CH:24][C:25]4[O:30][CH2:29][CH2:28][N:27]([CH2:31][CH2:32][CH2:33][O:34][CH3:35])[C:26]=4[CH:36]=3)[CH2:18][N:17]([S:37]([C:40]3[CH:45]=[CH:44][C:43]([CH3:46])=[CH:42][CH:41]=3)(=[O:39])=[O:38])[C@@H:16]([CH2:47][CH2:48][C:49]([OH:51])=[O:50])[CH2:15]2)=[CH:10][CH:9]=1.[Si](C=[N+]=[N-])(C)(C)[CH3:54].S([O-])([O-])(=O)=O.[Mg+2]. Product: [CH3:54][O:50][C:49](=[O:51])[CH2:48][CH2:47][C@H:16]1[CH2:15][C@H:14]([C:11]2[CH:12]=[CH:13][C:8]([CH2:7][O:6][CH2:5][C@@H:4]([CH3:52])[CH2:3][O:2][CH3:1])=[CH:9][CH:10]=2)[C@@H:19]([O:20][CH2:21][C:22]2[CH:23]=[CH:24][C:25]3[O:30][CH2:29][CH2:28][N:27]([CH2:31][CH2:32][CH2:33][O:34][CH3:35])[C:26]=3[CH:36]=2)[CH2:18][N:17]1[S:37]([C:40]1[CH:45]=[CH:44][C:43]([CH3:46])=[CH:42][CH:41]=1)(=[O:38])=[O:39]. The catalyst class is: 5. (6) Reactant: Cl.[Br:2][C:3]1[CH:8]=[CH:7][C:6]([NH:9][NH2:10])=[CH:5][CH:4]=1.[C:11]([O:16][CH2:17][CH3:18])(=[O:15])[C:12]([CH3:14])=O.C(O)(=O)C. Product: [Br:2][C:3]1[CH:8]=[CH:7][C:6]([NH:9][N:10]=[C:12]([CH3:14])[C:11]([O:16][CH2:17][CH3:18])=[O:15])=[CH:5][CH:4]=1. The catalyst class is: 8. (7) Reactant: [Cl:1][C:2]1[C:7]([F:8])=[C:6]([C:9]([OH:11])=O)[CH:5]=[CH:4][N:3]=1.CCN=C=NCCCN(C)C.C1C=CC2N(O)N=NC=2C=1.Cl.[NH2:34][CH2:35][C:36]([NH2:38])=[O:37].C(N(CC)C(C)C)(C)C. Product: [NH2:38][C:36](=[O:37])[CH2:35][NH:34][C:9]([C:6]1[CH:5]=[CH:4][N:3]=[C:2]([Cl:1])[C:7]=1[F:8])=[O:11]. The catalyst class is: 136. (8) Reactant: [CH3:1][O:2][C:3]1[CH:4]=[C:5]2[C:9](=[CH:10][CH:11]=1)[NH:8][CH:7]=[CH:6]2.C([BH3-])#N.[Na+].[OH-].[Na+]. Product: [CH3:1][O:2][C:3]1[CH:4]=[C:5]2[C:9](=[CH:10][CH:11]=1)[NH:8][CH2:7][CH2:6]2. The catalyst class is: 676. (9) Reactant: [CH:1]1([O:7][N:8]2C(=O)C3C(=CC=CC=3)C2=O)[CH2:6][CH2:5][CH2:4][CH2:3][CH2:2]1.NN.[CH3:21][O:22][C:23]1[CH:28]=[CH:27][C:26]([S:29](Cl)(=[O:31])=[O:30])=[CH:25][CH:24]=1.C(N(C(C)C)CC)(C)C. Product: [CH:1]1([O:7][NH:8][S:29]([C:26]2[CH:25]=[CH:24][C:23]([O:22][CH3:21])=[CH:28][CH:27]=2)(=[O:31])=[O:30])[CH2:2][CH2:3][CH2:4][CH2:5][CH2:6]1. The catalyst class is: 1. (10) Reactant: [Br:1][C:2]1[C:3]([CH3:16])=[C:4]([C:9]([O:12][CH2:13][CH2:14][OH:15])=[CH:10][CH:11]=1)[C:5]([O:7][CH3:8])=[O:6].CC(OI1(OC(C)=O)(OC(C)=O)OC(=O)C2C=CC=CC1=2)=O. Product: [Br:1][C:2]1[C:3]([CH3:16])=[C:4]([C:9]([O:12][CH2:13][CH:14]=[O:15])=[CH:10][CH:11]=1)[C:5]([O:7][CH3:8])=[O:6]. The catalyst class is: 2.